The task is: Predict the reaction yield, written as a fraction of the theoretical maximum amount of product (1.0 means a 100% yield; for example, 0.34 means a 34% yield).. This data is from Reaction yield outcomes from USPTO patents with 853,638 reactions. (1) The product is [Cl:1][C:2]1[CH:7]=[CH:6][CH:5]=[CH:4][C:3]=1[CH2:8][N:9]1[CH:13]=[C:12]([C:14]2[CH:19]=[C:18]([CH2:20][OH:21])[CH:17]=[CH:16][N:15]=2)[N:11]=[CH:10]1. The reactants are [Cl:1][C:2]1[CH:7]=[CH:6][CH:5]=[CH:4][C:3]=1[CH2:8][N:9]1[CH:13]=[C:12]([C:14]2[CH:19]=[C:18]([C:20](O)=[O:21])[CH:17]=[CH:16][N:15]=2)[N:11]=[CH:10]1.[H-].[H-].[H-].[H-].[Li+].[Al+3].O.[OH-].[Na+]. The yield is 1.00. The catalyst is C1COCC1. (2) The reactants are [F:1][C:2]1[CH:7]=[CH:6][C:5]([C:8](=O)[CH2:9][C:10]2[CH:15]=[CH:14][N:13]=[CH:12][CH:11]=2)=[CH:4][CH:3]=1.[NH2:17][C:18]1[NH:19][N:20]=[CH:21][CH:22]=1.[OH:23][C:24]1[CH:31]=[CH:30][C:27]([CH:28]=O)=[CH:26][CH:25]=1.Cl.C([O-])(O)=O.[Na+]. The catalyst is COCCO.C(Cl)(Cl)Cl.CO. The product is [F:1][C:2]1[CH:7]=[CH:6][C:5]([C:8]2[N:17]=[C:18]3[NH:19][N:20]=[CH:21][C:22]3=[C:28]([C:27]3[CH:30]=[CH:31][C:24]([OH:23])=[CH:25][CH:26]=3)[C:9]=2[C:10]2[CH:15]=[CH:14][N:13]=[CH:12][CH:11]=2)=[CH:4][CH:3]=1. The yield is 0.410.